This data is from Full USPTO retrosynthesis dataset with 1.9M reactions from patents (1976-2016). The task is: Predict the reactants needed to synthesize the given product. (1) The reactants are: [F:1][C:2]1[CH:10]=[CH:9][C:5]([C:6]([OH:8])=O)=[CH:4][C:3]=1[N+:11]([O-:13])=[O:12].S(Cl)(Cl)=O.[NH2:18][C:19]1[CH:24]=[CH:23][CH:22]=[CH:21][C:20]=1O.C(N(C(C)C)CC)(C)C.C1(C)C=CC(S(O)(=O)=O)=CC=1. Given the product [F:1][C:2]1[CH:10]=[CH:9][C:5]([C:6]2[O:8][C:20]3[CH:21]=[CH:22][CH:23]=[CH:24][C:19]=3[N:18]=2)=[CH:4][C:3]=1[N+:11]([O-:13])=[O:12], predict the reactants needed to synthesize it. (2) Given the product [CH3:46][O:45][C:43]1[CH:42]=[CH:41][C:40]([CH3:47])=[C:39]([CH:44]=1)[NH:38][C:30]1[C:29]2[CH:28]=[C:27]3[N:48]=[C:49]([NH:51][CH2:52][CH2:53][N:54]4[CH2:59][CH2:58][O:57][CH2:56][CH2:55]4)[N:25]=[C:26]3[CH2:35][C:34]=2[N:33]=[CH:32][C:31]=1[C:36]#[N:37], predict the reactants needed to synthesize it. The reactants are: NC1C=C2C(=CC=1N)N=CC(C#N)=C2NC1C=C(OC)C=CC=1C.[NH2:25][C:26]1[CH:35]=[C:34]2[C:29]([C:30]([NH:38][C:39]3[CH:44]=[C:43]([O:45][CH3:46])[CH:42]=[CH:41][C:40]=3[CH3:47])=[C:31]([C:36]#[N:37])[CH:32]=[N:33]2)=[CH:28][C:27]=1[NH:48][C:49]([NH:51][CH2:52][CH2:53][N:54]1[CH2:59][CH2:58][O:57][CH2:56][CH2:55]1)=S.NC1C=C2C(=CC=1NC(NCCN1CCOCC1)=S)N=CC(C#N)=C2NC1C=C(OC)C=CC=1C.[S].